Dataset: Experimentally validated miRNA-target interactions with 360,000+ pairs, plus equal number of negative samples. Task: Binary Classification. Given a miRNA mature sequence and a target amino acid sequence, predict their likelihood of interaction. (1) The miRNA is hsa-miR-4735-3p with sequence AAAGGUGCUCAAAUUAGACAU. The protein sequence of the target gene is MMGCFALQTVDTELTADSVEWCPLQGCRHLLACGTYQLRRPEDRPAGPQNKGGMEVKEPQVRLGRLFLYSFNDNNSIHPLVEVQRKDTSAILDMKWCHIPVAGHALLGLADASGSIQLLRLVESEKSHVLEPLSSLALEEQCLALSLDWSTGKTGRAGDQPLKIISSDSTGQLHLLMVNETRPRLQKVASWQAHQFEAWIAAFNYWHPEIVYSGGDDGLLRGWDTRVPGKFLFTSKRHTMGVCSIQSSPHREHILATGSYDEHILLWDTRNMKQPLADTPVQGGVWRIKWHPFHHHLLLA.... Result: 0 (no interaction). (2) The miRNA is mmu-miR-431-5p with sequence UGUCUUGCAGGCCGUCAUGCA. The protein sequence of the target gene is MWLRSHRQLCLAFLLVCVLSVIFFLHIHQDSFPHGLGLSILCPDRRLVTPPVAIFCLPGTAMGPNASSSCPQHPASLSGTWTVYPNGRFGNQMGQYATLLALAQLNGRRAFILPAMHAALAPVFRITLPVLAPEVDSRTPWRELQLHDWMSEEYADLRDPFLKLSGFPCSWTFFHHLREQIRREFTLHDHLREEAQSVLGQLRLGRTGDRPRTFVGVHVRRGDYLQVMPQRWKGVVGDSAYLRQAMDWFRARHEAPVFVVTSNGMEWCKENIDTSQGDVTFAGDGQEATPWKDFALLTQC.... Result: 0 (no interaction). (3) The miRNA is hsa-miR-942-3p with sequence CACAUGGCCGAAACAGAGAAGU. The protein sequence of the target gene is MAAAAGGPCVRSSRELWTILLGRSALRELSQIEAELNKHWRRLLEGLSYYKPPSPSSAEKVKANKDVASPLKELGLRISKFLGLDEEQSVQLLQCYLQEDYRGTRDSVKTVLQDERQSQALILKIADYYYEERTCILRCVLHLLTYFQDERHPYRVEYADCVDKLEKELVSKYRQQFEELYKTEAPTWETHGNLMTERQVSRWFVQCLREQSMLLEIIFLYYAYFEMAPSDLLVLTKMFKEQGFGSRQTNRHLVDETMDPFVDRIGYFSALILVEGMDIESLHKCALDDRRELHQFAQDG.... Result: 0 (no interaction). (4) The miRNA is hsa-miR-192-5p with sequence CUGACCUAUGAAUUGACAGCC. The protein sequence of the target gene is MAGPPALPPPETAAAATTAAAASSSAASPHYQEWILDTIDSLRSRKARPDLERICRMVRRRHGPEPERTRAELEKLIQQRAVLRVSYKGSISYRNAARVQPPRRGATPPAPPRAPRGAPAAAAAAAPPPTPAPPPPPAPVAAAAPARAPRAAAAAATAPPSPGPAQPGPRAQRAAPLAAPPPAPAAPPAVAPPAGPRRAPPPAVAAREPPLPPPPQPPAPPQQQQPPPPQPQPPPEGGAVRAGGAARPVSLREVVRYLGGSGGAGGRLTRGRVQGLLEEEAAARGRLERTRLGALALPRG.... Result: 0 (no interaction). (5) The miRNA is hsa-miR-10a-5p with sequence UACCCUGUAGAUCCGAAUUUGUG. The protein sequence of the target gene is MAHTTKVNGSASGKAGDILSGDQDKEQKDPYFVETPYGYQLDLDFLKYVDDIQKGNTIKRLNIQKRRKPSVPCPEPRTTSGQQGIWTSTESLSSSNSDDNKQCPNFLIARSQVTSTPISKPPPPLETSLPFLTIPENRQLPPPSPQLPKHNLHVTKTLMETRRRLEQERATMQMTPGEFRRPRLASFGGMGTTSSLPSFVGSGNHNPAKHQLQNGYQGNGDYGSYAPAAPTTSSMGSSIRHSPLSSGISTPVTNVSPMHLQHIREQMAIALKRLKELEEQVRTIPVLQVKISVLQEEKRQ.... Result: 1 (interaction).